Dataset: Catalyst prediction with 721,799 reactions and 888 catalyst types from USPTO. Task: Predict which catalyst facilitates the given reaction. (1) The catalyst class is: 1. Reactant: [F:1][C:2]1[C:7]([C:8](Cl)=[O:9])=[C:6]([F:11])[C:5]([F:12])=[C:4]([F:13])[C:3]=1[F:14].[SH:15][C:16]1[CH:21]=[CH:20][CH:19]=[CH:18][N:17]=1. Product: [F:1][C:2]1[C:7]([C:8](=[O:9])[S:15][C:16]2[CH:21]=[CH:20][CH:19]=[CH:18][N:17]=2)=[C:6]([F:11])[C:5]([F:12])=[C:4]([F:13])[C:3]=1[F:14]. (2) Reactant: [CH2:1]([O:8][N:9]1[C:14]2[N:15]=[CH:16][N:17]=[C:18]([CH3:19])[C:13]=2[C:12]([OH:20])=[CH:11][C:10]1=[O:21])[C:2]1[CH:7]=[CH:6][CH:5]=[CH:4][CH:3]=1.C(N(CC)CC)C.[F:29][C:30]([F:43])([F:42])[S:31](O[S:31]([C:30]([F:43])([F:42])[F:29])(=[O:33])=[O:32])(=[O:33])=[O:32]. Product: [F:29][C:30]([F:43])([F:42])[S:31]([O:20][C:12]1[C:13]2[C:18]([CH3:19])=[N:17][CH:16]=[N:15][C:14]=2[N:9]([O:8][CH2:1][C:2]2[CH:3]=[CH:4][CH:5]=[CH:6][CH:7]=2)[C:10](=[O:21])[CH:11]=1)(=[O:33])=[O:32]. The catalyst class is: 2. (3) Reactant: [CH3:1][C:2]([NH:17]C(=O)C(F)(F)F)([CH3:16])[CH2:3][C:4]1[CH:9]=[CH:8][C:7]([C:10]2[N:11]=[C:12]([CH3:15])[S:13][CH:14]=2)=[CH:6][CH:5]=1.[OH-].[Na+]. Product: [CH3:16][C:2]([NH2:17])([CH3:1])[CH2:3][C:4]1[CH:9]=[CH:8][C:7]([C:10]2[N:11]=[C:12]([CH3:15])[S:13][CH:14]=2)=[CH:6][CH:5]=1. The catalyst class is: 111. (4) Reactant: [CH3:1][C:2]1([CH3:16])[C:6]([CH3:8])([CH3:7])[O:5][B:4]([C:9]2[CH:10]=[CH:11][C:12]([NH2:15])=[N:13][CH:14]=2)[O:3]1.CN(C1C=CC=CN=1)C.C(N(CC)CC)C.[C:33](OC(=O)C)(=[O:35])[CH3:34]. Product: [CH3:8][C:6]1([CH3:7])[C:2]([CH3:16])([CH3:1])[O:3][B:4]([C:9]2[CH:10]=[CH:11][C:12]([NH:15][C:33](=[O:35])[CH3:34])=[N:13][CH:14]=2)[O:5]1. The catalyst class is: 4. (5) Reactant: [CH3:1][Li].CON(C)[C:6]([C:8]1[CH:13]=[N:12][C:11]([CH3:14])=[CH:10][N:9]=1)=[O:7]. Product: [CH3:14][C:11]1[N:12]=[CH:13][C:8]([C:6](=[O:7])[CH3:1])=[N:9][CH:10]=1. The catalyst class is: 7. (6) Reactant: [CH3:1][O:2][C:3]([C:5]1[CH:15]=[CH:14][C:8]([O:9][CH2:10][C:11]([OH:13])=O)=[CH:7][CH:6]=1)=[O:4].C(N(C(C)C)CC)(C)C.[Cl:25][C:26]1[CH:27]=[C:28]([CH:37]=[CH:38][C:39]=1[Cl:40])[CH2:29][N:30]1[CH2:35][CH2:34][CH:33]([NH2:36])[CH2:32][CH2:31]1.CN(C(ON1N=NC2C=CC=NC1=2)=[N+](C)C)C.F[P-](F)(F)(F)(F)F. Product: [Cl:25][C:26]1[CH:27]=[C:28]([CH:37]=[CH:38][C:39]=1[Cl:40])[CH2:29][N:30]1[CH2:31][CH2:32][CH:33]([NH:36][C:11](=[O:13])[CH2:10][O:9][C:8]2[CH:7]=[CH:6][C:5]([C:3]([O:2][CH3:1])=[O:4])=[CH:15][CH:14]=2)[CH2:34][CH2:35]1. The catalyst class is: 37. (7) Reactant: Br[C:2]1[CH:7]=[CH:6][C:5]([N:8]2[CH:12]=[C:11]([C:13](=[O:15])[CH3:14])[N:10]=[C:9]2[C:16]2[CH:21]=[CH:20][CH:19]=[CH:18][C:17]=2[Cl:22])=[CH:4][CH:3]=1.[CH3:23][S:24]([C:27]1[CH:28]=[C:29](B(O)O)[CH:30]=[CH:31][CH:32]=1)(=[O:26])=[O:25].C([O-])([O-])=O.[K+].[K+].COCCOC. Product: [Cl:22][C:17]1[CH:18]=[CH:19][CH:20]=[CH:21][C:16]=1[C:9]1[N:8]([C:5]2[CH:6]=[CH:7][C:2]([C:31]3[CH:30]=[CH:29][CH:28]=[C:27]([S:24]([CH3:23])(=[O:26])=[O:25])[CH:32]=3)=[CH:3][CH:4]=2)[CH:12]=[C:11]([C:13](=[O:15])[CH3:14])[N:10]=1. The catalyst class is: 161.